Dataset: Full USPTO retrosynthesis dataset with 1.9M reactions from patents (1976-2016). Task: Predict the reactants needed to synthesize the given product. (1) Given the product [Cl:25][C:8]1[C:9]2[N:13]=[C:18]([C:19]([F:22])([F:21])[F:20])[N:11]([CH2:12][C:14]([F:16])([F:17])[F:15])[C:10]=2[CH:23]=[CH:24][C:7]=1[C:28]#[N:29], predict the reactants needed to synthesize it. The reactants are: FC(F)(F)S(O[C:7]1[CH:24]=[CH:23][C:10]2[N:11]([CH2:18][C:19]([F:22])([F:21])[F:20])[C:12]([C:14]([F:17])([F:16])[F:15])=[N:13][C:9]=2[C:8]=1[Cl:25])(=O)=O.[CH3:28][N:29](C=O)C. (2) Given the product [Cl:52][C:41]1[C:42]([S:44]([N:47]2[CH2:51][CH2:50][CH2:49][CH2:48]2)(=[O:46])=[O:45])=[CH:43][C:38]([C:37]2[NH:9][C:8]([C:5]3[CH:4]=[CH:3][C:2]([Cl:1])=[CH:7][CH:6]=3)([CH3:34])[C:12]([C:14]3[CH:15]=[CH:16][C:17]([Cl:20])=[CH:18][CH:19]=3)([CH3:13])[N:11]=2)=[C:39]([O:53][CH2:54][CH3:55])[CH:40]=1, predict the reactants needed to synthesize it. The reactants are: [Cl:1][C:2]1[CH:7]=[CH:6][C:5]([C:8]2([CH3:34])[C:12]([C:14]3[CH:19]=[CH:18][C:17]([Cl:20])=[CH:16][CH:15]=3)([CH3:13])[NH:11]C(C3C=CC(C(C)(C)C)=CC=3OCC)=[N:9]2)=[CH:4][CH:3]=1.CO[C:37](=O)[C:38]1[CH:43]=[C:42]([S:44]([N:47]2[CH2:51][CH2:50][CH2:49][CH2:48]2)(=[O:46])=[O:45])[C:41]([Cl:52])=[CH:40][C:39]=1[O:53][CH2:54][CH3:55].C[Al](C)C. (3) The reactants are: [Cl:1][C:2]1[CH:7]=[CH:6][C:5]([CH:8]([CH:22]([C:27]([O:29][CH3:30])=[O:28])[C:23]([O:25][CH3:26])=[O:24])[CH2:9][C:10]([C:12]2[CH:17]=[CH:16][C:15]([O:18]COC)=[CH:14][CH:13]=2)=[O:11])=[CH:4][CH:3]=1.Cl. Given the product [Cl:1][C:2]1[CH:3]=[CH:4][C:5]([CH:8]([CH:22]([C:27]([O:29][CH3:30])=[O:28])[C:23]([O:25][CH3:26])=[O:24])[CH2:9][C:10]([C:12]2[CH:17]=[CH:16][C:15]([OH:18])=[CH:14][CH:13]=2)=[O:11])=[CH:6][CH:7]=1, predict the reactants needed to synthesize it. (4) Given the product [Cl:35][C:36]1[CH:37]=[C:38]([CH:43]=[CH:44][C:45]=1[O:46][CH2:47][C@@H:48]([NH:50][C:21](=[O:23])[CH2:20][C:5]1[CH:6]=[CH:7][C:8]([NH:9][C:10]([NH:12][C:13]2[CH:18]=[CH:17][CH:16]=[CH:15][C:14]=2[CH3:19])=[O:11])=[C:3]([O:2][CH3:1])[CH:4]=1)[CH3:49])[C:39]([O:41][CH3:42])=[O:40], predict the reactants needed to synthesize it. The reactants are: [CH3:1][O:2][C:3]1[CH:4]=[C:5]([CH2:20][C:21]([O:23]C2C(F)=C(F)C(F)=C(F)C=2F)=O)[CH:6]=[CH:7][C:8]=1[NH:9][C:10]([NH:12][C:13]1[CH:18]=[CH:17][CH:16]=[CH:15][C:14]=1[CH3:19])=[O:11].[Cl:35][C:36]1[CH:37]=[C:38]([CH:43]=[CH:44][C:45]=1[O:46][CH2:47][C@@H:48]([NH2:50])[CH3:49])[C:39]([O:41][CH3:42])=[O:40].CCN(CC)CC. (5) Given the product [Si:1]([O:8][C@@H:9]([CH2:35][C@H:36]([O:63][Si:64]([C:67]([CH3:70])([CH3:69])[CH3:68])([CH3:66])[CH3:65])/[CH:37]=[CH:38]\[C@H:39]([CH3:62])[C@H:40]([O:54][Si:55]([C:58]([CH3:60])([CH3:59])[CH3:61])([CH3:57])[CH3:56])[C@@H:41]([CH3:53])[CH2:42][CH2:43][CH2:44][O:45][Si:46]([C:49]([CH3:50])([CH3:51])[CH3:52])([CH3:48])[CH3:47])[C@H:10]([CH3:34])/[CH:11]=[CH:12]/[CH2:13][O:14][C:15]([C:28]1[CH:33]=[CH:32][CH:31]=[CH:30][CH:29]=1)([C:22]1[CH:23]=[CH:24][CH:25]=[CH:26][CH:27]=1)[C:16]1[CH:17]=[CH:18][CH:19]=[CH:20][CH:21]=1)([C:4]([CH3:5])([CH3:6])[CH3:7])([CH3:3])[CH3:2], predict the reactants needed to synthesize it. The reactants are: [Si:1]([O:8][C@@H:9]([CH2:35][C@H:36]([OH:63])/[CH:37]=[CH:38]\[C@H:39]([CH3:62])[C@H:40]([O:54][Si:55]([C:58]([CH3:61])([CH3:60])[CH3:59])([CH3:57])[CH3:56])[C@@H:41]([CH3:53])[CH2:42][CH2:43][CH2:44][O:45][Si:46]([C:49]([CH3:52])([CH3:51])[CH3:50])([CH3:48])[CH3:47])[C@H:10]([CH3:34])/[CH:11]=[CH:12]/[CH2:13][O:14][C:15]([C:28]1[CH:33]=[CH:32][CH:31]=[CH:30][CH:29]=1)([C:22]1[CH:27]=[CH:26][CH:25]=[CH:24][CH:23]=1)[C:16]1[CH:21]=[CH:20][CH:19]=[CH:18][CH:17]=1)([C:4]([CH3:7])([CH3:6])[CH3:5])([CH3:3])[CH3:2].[Si:64](OS(C(F)(F)F)(=O)=O)([C:67]([CH3:70])([CH3:69])[CH3:68])([CH3:66])[CH3:65].N1C(C)=CC=CC=1C. (6) Given the product [CH3:1]/[C:2](/[CH2:15][OH:16])=[CH:3]\[CH2:4][CH2:5][C:6]1([CH3:14])[C:10]2([CH3:13])[CH:11]3[CH2:12][CH:7]1[CH2:8][CH:9]23.[CH3:1]/[C:2](/[CH2:15][OH:16])=[CH:3]/[CH2:4][CH2:5][C@@:6]1([CH3:14])[C:10](=[CH2:13])[C@@H:9]2[CH2:8][C@H:7]1[CH2:12][CH2:11]2, predict the reactants needed to synthesize it. The reactants are: [CH3:1]/[C:2](/[CH2:15][OH:16])=[CH:3]/[CH2:4][CH2:5][C@@:6]1([CH3:14])[C:10]2([CH3:13])[C@H:11]3[CH2:12][CH:7]1[CH2:8][C@@H:9]23.CC(=CCC)CO.